Dataset: Full USPTO retrosynthesis dataset with 1.9M reactions from patents (1976-2016). Task: Predict the reactants needed to synthesize the given product. (1) The reactants are: [CH3:1][O:2][C:3](=[O:26])[CH:4]([C:7]1[S:11][C:10]([NH:12][C:13]([NH:15][C:16]2[CH:21]=[CH:20][CH:19]=[C:18]([C:22]([F:25])([F:24])[F:23])[CH:17]=2)=[O:14])=[N:9][CH:8]=1)[CH2:5][OH:6].C(N(CC)CC)C.FC(F)(F)S(O[Si:40]([CH:47]([CH3:49])[CH3:48])([CH:44]([CH3:46])[CH3:45])[CH:41]([CH3:43])[CH3:42])(=O)=O. Given the product [CH3:1][O:2][C:3](=[O:26])[CH:4]([C:7]1[S:11][C:10]([NH:12][C:13]([NH:15][C:16]2[CH:21]=[CH:20][CH:19]=[C:18]([C:22]([F:24])([F:25])[F:23])[CH:17]=2)=[O:14])=[N:9][CH:8]=1)[CH2:5][O:6][Si:40]([CH:47]([CH3:49])[CH3:48])([CH:44]([CH3:46])[CH3:45])[CH:41]([CH3:43])[CH3:42], predict the reactants needed to synthesize it. (2) Given the product [CH2:1]([O:8][C:9]1[CH:10]=[C:11]([CH:15]([NH:23][C:24]([CH:26]2[CH2:27][CH2:28][CH2:29][CH2:30]2)=[O:25])[C:16]2[C:21]([Cl:22])=[N:20][CH:19]=[CH:18][N:17]=2)[CH:12]=[CH:13][CH:14]=1)[C:2]1[CH:3]=[CH:4][CH:5]=[CH:6][CH:7]=1, predict the reactants needed to synthesize it. The reactants are: [CH2:1]([O:8][C:9]1[CH:10]=[C:11]([CH:15]([NH:23][C:24]([CH:26]2[CH2:29][CH2:28][CH2:27]2)=[O:25])[C:16]2[C:21]([Cl:22])=[N:20][CH:19]=[CH:18][N:17]=2)[CH:12]=[CH:13][CH:14]=1)[C:2]1[CH:7]=[CH:6][CH:5]=[CH:4][CH:3]=1.[CH:30]1(C(O)=O)CCC1. (3) Given the product [CH2:28]([NH:35][C:36]([NH:20][C@H:9]([C:6]1[S:7][CH:8]=[C:4]([CH2:2][CH3:3])[N:5]=1)[CH2:10][C:11]1[CH:16]=[CH:15][C:14]([N+:17]([O-:19])=[O:18])=[CH:13][CH:12]=1)=[O:37])[C:29]1[CH:34]=[CH:33][CH:32]=[CH:31][CH:30]=1, predict the reactants needed to synthesize it. The reactants are: Br.[CH2:2]([C:4]1[N:5]=[C:6]([C@@H:9]([NH2:20])[CH2:10][C:11]2[CH:16]=[CH:15][C:14]([N+:17]([O-:19])=[O:18])=[CH:13][CH:12]=2)[S:7][CH:8]=1)[CH3:3].CCN(CC)CC.[CH2:28]([N:35]=[C:36]=[O:37])[C:29]1[CH:34]=[CH:33][CH:32]=[CH:31][CH:30]=1. (4) Given the product [Cl:3][C:4]1[N:9]=[C:8]([N:10]([CH3:20])[C:11]2[CH:12]=[C:13]([CH2:18][OH:19])[CH:14]=[CH:15][C:16]=2[CH3:17])[CH:7]=[CH:6][N:5]=1, predict the reactants needed to synthesize it. The reactants are: IC.[Cl:3][C:4]1[N:9]=[C:8]([NH:10][C:11]2[CH:12]=[C:13]([CH2:18][OH:19])[CH:14]=[CH:15][C:16]=2[CH3:17])[CH:7]=[CH:6][N:5]=1.[C:20]([O-])([O-])=O.[Cs+].[Cs+]. (5) Given the product [C:1]([O:5][C:6]([NH:8][C@H:9]([CH2:21][C:22]([N:24]1[CH2:29][CH2:28][O:27][CH2:26][CH2:25]1)=[O:23])[CH2:10][C:11]([OH:13])=[O:12])=[O:7])([CH3:4])([CH3:2])[CH3:3], predict the reactants needed to synthesize it. The reactants are: [C:1]([O:5][C:6]([NH:8][C@H:9]([CH2:21][C:22]([N:24]1[CH2:29][CH2:28][O:27][CH2:26][CH2:25]1)=[O:23])[CH2:10][C:11]([O:13]CC1C=CC=CC=1)=[O:12])=[O:7])([CH3:4])([CH3:3])[CH3:2]. (6) Given the product [ClH:1].[S:21]1[CH:22]=[CH:23][N:24]=[C:20]1[C:17]1[CH:18]=[CH:19][C:14]([CH2:13][C:12]2[CH:25]=[CH:26][C:9]([O:8][CH2:7][C@@H:3]3[CH2:4][CH2:5][CH2:6][N:2]3[CH2:34][CH2:33][CH2:28][C:29]([OH:31])=[O:30])=[CH:10][CH:11]=2)=[CH:15][CH:16]=1, predict the reactants needed to synthesize it. The reactants are: [ClH:1].[NH:2]1[CH2:6][CH2:5][CH2:4][C@H:3]1[CH2:7][O:8][C:9]1[CH:26]=[CH:25][C:12]([CH2:13][C:14]2[CH:19]=[CH:18][C:17]([C:20]3[S:21][CH:22]=[CH:23][N:24]=3)=[CH:16][CH:15]=2)=[CH:11][CH:10]=1.Br[CH:28]([CH2:33][CH3:34])[C:29]([O:31]C)=[O:30]. (7) The reactants are: [F:1][C:2]1[C:9]([F:10])=[CH:8][CH:7]=[C:6]([O:11][CH3:12])[C:3]=1[CH2:4]Cl.[Cl:13][C:14]1[CH:19]=[CH:18][C:17]([OH:20])=[C:16]([O:21][CH3:22])[CH:15]=1.C(=O)([O-])[O-].[K+].[K+].[I-].[Na+]. Given the product [Cl:13][C:14]1[CH:19]=[CH:18][C:17]([O:20][CH2:4][C:3]2[C:6]([O:11][CH3:12])=[CH:7][CH:8]=[C:9]([F:10])[C:2]=2[F:1])=[C:16]([O:21][CH3:22])[CH:15]=1, predict the reactants needed to synthesize it. (8) Given the product [CH3:21][N:18]1[CH:19]=[CH:20][C:16]([NH:15][C:12]2[N:11]=[CH:10][C:9]3[CH:8]=[N:7][N:6]([CH2:5][C:4]4[CH:3]=[C:2]([NH:1][C:34](=[O:37])[CH:35]=[CH2:36])[CH:24]=[CH:23][CH:22]=4)[C:14]=3[CH:13]=2)=[N:17]1, predict the reactants needed to synthesize it. The reactants are: [NH2:1][C:2]1[CH:3]=[C:4]([CH:22]=[CH:23][CH:24]=1)[CH2:5][N:6]1[C:14]2[CH:13]=[C:12]([NH:15][C:16]3[CH:20]=[CH:19][N:18]([CH3:21])[N:17]=3)[N:11]=[CH:10][C:9]=2[CH:8]=[N:7]1.CCN(C(C)C)C(C)C.[C:34](Cl)(=[O:37])[CH:35]=[CH2:36].